Dataset: Experimentally validated miRNA-target interactions with 360,000+ pairs, plus equal number of negative samples. Task: Binary Classification. Given a miRNA mature sequence and a target amino acid sequence, predict their likelihood of interaction. The miRNA is hsa-miR-3065-3p with sequence UCAGCACCAGGAUAUUGUUGGAG. The protein sequence of the target gene is MEAAPGTPPPPPSESPPPPSPPPPSTPSPPPCSPDARPATPHLLHHRLPLPDDREDGELEEGELEDDGAEETQDTSGGPERSRKEKGEKHHSDSDEEKSHRRLKRKRKKEREKEKRRSKKRRKSKHKRHASSSDDFSDFSDDSDFSPSEKGHRKYREYSPPYAPSHQQYPPSHATPLPKKAYSKMDSKSYGMYEDYENEQYGEYEGDEEEDMGKEDYDDFTKELNQYRRAKEGSSRGRGSRGRGRGYRGRGSRGGSRGRGMGRGSRGRGRGSMGGDHPEDEEDFYEEEMDYGESEEPMGD.... Result: 1 (interaction).